This data is from Full USPTO retrosynthesis dataset with 1.9M reactions from patents (1976-2016). The task is: Predict the reactants needed to synthesize the given product. (1) Given the product [C:1]([O:5][C:6](=[O:19])[CH:7]([O:9][C:10]1[CH:15]=[CH:14][C:13]([CH2:16][NH2:17])=[C:12]([F:18])[CH:11]=1)[CH3:8])([CH3:2])([CH3:3])[CH3:4], predict the reactants needed to synthesize it. The reactants are: [C:1]([O:5][C:6](=[O:19])[CH:7]([O:9][C:10]1[CH:15]=[CH:14][C:13]([C:16]#[N:17])=[C:12]([F:18])[CH:11]=1)[CH3:8])([CH3:4])([CH3:3])[CH3:2].[H][H]. (2) Given the product [OH:7][CH2:8][CH2:9][N:10]1[CH2:15][CH2:14][N:13]([CH2:17][C:18]([NH:20][C:21]2[C:26]([CH:27]([CH3:29])[CH3:28])=[CH:25][C:24]([OH:30])=[CH:23][C:22]=2[CH:31]([CH3:33])[CH3:32])=[O:19])[CH2:12][CH2:11]1, predict the reactants needed to synthesize it. The reactants are: C(=O)([O-])[O-].[K+].[K+].[OH:7][CH2:8][CH2:9][N:10]1[CH2:15][CH2:14][NH:13][CH2:12][CH2:11]1.Br[CH2:17][C:18]([NH:20][C:21]1[C:26]([CH:27]([CH3:29])[CH3:28])=[CH:25][C:24]([OH:30])=[CH:23][C:22]=1[CH:31]([CH3:33])[CH3:32])=[O:19]. (3) Given the product [CH3:22][NH:21][C:20]1[C:15]2[CH:14]=[CH:13][C:12]([C:3]3[C:4]([C:8]([F:11])([F:10])[F:9])=[CH:5][CH:6]=[CH:7][C:2]=3[N:25]3[CH2:30][CH2:29][CH2:28][CH2:27][CH2:26]3)=[N:24][C:16]=2[N:17]=[C:18]([NH2:23])[N:19]=1, predict the reactants needed to synthesize it. The reactants are: F[C:2]1[CH:7]=[CH:6][CH:5]=[C:4]([C:8]([F:11])([F:10])[F:9])[C:3]=1[C:12]1[CH:13]=[CH:14][C:15]2[C:20]([NH:21][CH3:22])=[N:19][C:18]([NH2:23])=[N:17][C:16]=2[N:24]=1.[NH:25]1[CH2:30][CH2:29][CH2:28][CH2:27][CH2:26]1.C(=O)([O-])[O-].[K+].[K+].